Dataset: Full USPTO retrosynthesis dataset with 1.9M reactions from patents (1976-2016). Task: Predict the reactants needed to synthesize the given product. (1) The reactants are: [NH2:1][C:2]1[N:11]=[CH:10][C:9]2[C:4](=[CH:5][CH:6]=[C:7](Br)[CH:8]=2)[N:3]=1.[B:13]1([B:13]2[O:17][C:16]([CH3:19])([CH3:18])[C:15]([CH3:21])([CH3:20])[O:14]2)[O:17][C:16]([CH3:19])([CH3:18])[C:15]([CH3:21])([CH3:20])[O:14]1.CC([O-])=O.[K+].C(Cl)Cl.C([O-])([O-])=O.[K+].[K+]. Given the product [NH2:1][C:2]1[N:11]=[CH:10][C:9]2[C:4](=[CH:5][CH:6]=[C:7]([B:13]3[O:17][C:16]([CH3:19])([CH3:18])[C:15]([CH3:21])([CH3:20])[O:14]3)[CH:8]=2)[N:3]=1, predict the reactants needed to synthesize it. (2) Given the product [Cl:25][C:26]1[CH:27]=[C:28]([C:32]2[CH:36]=[C:35]([CH2:37][N:22]3[CH2:23][CH2:24][CH:19]([CH2:18][NH:17][C:13]4[N:14]=[N:15][CH:16]=[C:11]5[O:10][N:9]=[C:8]([C:2]6[CH:3]=[CH:4][CH:5]=[CH:6][CH:7]=6)[C:12]=45)[CH2:20][CH2:21]3)[O:34][N:33]=2)[CH:29]=[CH:30][CH:31]=1, predict the reactants needed to synthesize it. The reactants are: Cl.[C:2]1([C:8]2[C:12]3=[C:13]([NH:17][CH2:18][CH:19]4[CH2:24][CH2:23][NH:22][CH2:21][CH2:20]4)[N:14]=[N:15][CH:16]=[C:11]3[O:10][N:9]=2)[CH:7]=[CH:6][CH:5]=[CH:4][CH:3]=1.[Cl:25][C:26]1[CH:27]=[C:28]([C:32]2[CH:36]=[C:35]([CH:37]=O)[O:34][N:33]=2)[CH:29]=[CH:30][CH:31]=1. (3) The reactants are: [Br:1][C:2]1[CH:3]=[CH:4][C:5]([NH2:8])=[N:6][CH:7]=1.C(O)(=O)C.[CH2:13](OC(OCC)OCC)C.[N-:23]=[N+:24]=[N-:25].[Na+]. Given the product [Br:1][C:2]1[CH:3]=[CH:4][C:5]([N:8]2[CH:13]=[N:25][N:24]=[N:23]2)=[N:6][CH:7]=1, predict the reactants needed to synthesize it. (4) Given the product [Cl:89][C:87]1[CH:88]=[C:83]([O:82][CH:79]2[CH2:78][CH2:77][N:76]([C:74](=[O:75])[CH2:73][NH:72][C:22]([C:19]3[CH:18]=[C:17]([C:14]4[CH:13]=[CH:12][C:11]([F:10])=[CH:16][CH:15]=4)[O:21][N:20]=3)=[O:24])[CH2:81][CH2:80]2)[CH:84]=[N:85][CH:86]=1, predict the reactants needed to synthesize it. The reactants are: CCN(C(C)C)C(C)C.[F:10][C:11]1[CH:16]=[CH:15][C:14]([C:17]2[O:21][N:20]=[C:19]([C:22]([OH:24])=O)[CH:18]=2)=[CH:13][CH:12]=1.C1(C2ON=C(C(O)=O)C=2)C=CC=CC=1.FC1C=CC(C(=O)C)=CC=1.C1C=CC2N(O)N=NC=2C=1.CCN=C=NCCCN(C)C.Cl.Cl.[NH2:72][CH2:73][C:74]([N:76]1[CH2:81][CH2:80][CH:79]([O:82][C:83]2[CH:84]=[N:85][CH:86]=[C:87]([Cl:89])[CH:88]=2)[CH2:78][CH2:77]1)=[O:75].